From a dataset of NCI-60 drug combinations with 297,098 pairs across 59 cell lines. Regression. Given two drug SMILES strings and cell line genomic features, predict the synergy score measuring deviation from expected non-interaction effect. (1) Drug 1: CC1=C2C(C(=O)C3(C(CC4C(C3C(C(C2(C)C)(CC1OC(=O)C(C(C5=CC=CC=C5)NC(=O)OC(C)(C)C)O)O)OC(=O)C6=CC=CC=C6)(CO4)OC(=O)C)O)C)O. Drug 2: CC1C(C(CC(O1)OC2CC(CC3=C2C(=C4C(=C3O)C(=O)C5=C(C4=O)C(=CC=C5)OC)O)(C(=O)CO)O)N)O.Cl. Cell line: MOLT-4. Synergy scores: CSS=56.6, Synergy_ZIP=-0.0812, Synergy_Bliss=-0.874, Synergy_Loewe=-2.15, Synergy_HSA=-0.819. (2) Synergy scores: CSS=10.2, Synergy_ZIP=0.609, Synergy_Bliss=5.02, Synergy_Loewe=4.94, Synergy_HSA=5.42. Cell line: 786-0. Drug 1: CC12CCC(CC1=CCC3C2CCC4(C3CC=C4C5=CN=CC=C5)C)O. Drug 2: C1C(C(OC1N2C=NC3=C2NC=NCC3O)CO)O. (3) Drug 1: CN1CCC(CC1)COC2=C(C=C3C(=C2)N=CN=C3NC4=C(C=C(C=C4)Br)F)OC. Drug 2: CCC(=C(C1=CC=CC=C1)C2=CC=C(C=C2)OCCN(C)C)C3=CC=CC=C3.C(C(=O)O)C(CC(=O)O)(C(=O)O)O. Cell line: K-562. Synergy scores: CSS=42.2, Synergy_ZIP=4.43, Synergy_Bliss=10.2, Synergy_Loewe=-12.1, Synergy_HSA=7.74. (4) Drug 1: C1=C(C(=O)NC(=O)N1)F. Drug 2: CC1=C(C(=CC=C1)Cl)NC(=O)C2=CN=C(S2)NC3=CC(=NC(=N3)C)N4CCN(CC4)CCO. Cell line: PC-3. Synergy scores: CSS=35.2, Synergy_ZIP=-4.03, Synergy_Bliss=-2.44, Synergy_Loewe=2.14, Synergy_HSA=2.90. (5) Drug 1: CC1=C(C=C(C=C1)NC(=O)C2=CC=C(C=C2)CN3CCN(CC3)C)NC4=NC=CC(=N4)C5=CN=CC=C5. Drug 2: CCN(CC)CCNC(=O)C1=C(NC(=C1C)C=C2C3=C(C=CC(=C3)F)NC2=O)C. Cell line: A498. Synergy scores: CSS=-7.35, Synergy_ZIP=3.36, Synergy_Bliss=1.30, Synergy_Loewe=-9.21, Synergy_HSA=-8.27. (6) Drug 1: C1CC(C1)(C(=O)O)C(=O)O.[NH2-].[NH2-].[Pt+2]. Drug 2: C1=CC=C(C(=C1)C(C2=CC=C(C=C2)Cl)C(Cl)Cl)Cl. Cell line: HL-60(TB). Synergy scores: CSS=57.6, Synergy_ZIP=-0.942, Synergy_Bliss=1.35, Synergy_Loewe=-19.2, Synergy_HSA=2.04. (7) Drug 1: CC1=C2C(C(=O)C3(C(CC4C(C3C(C(C2(C)C)(CC1OC(=O)C(C(C5=CC=CC=C5)NC(=O)OC(C)(C)C)O)O)OC(=O)C6=CC=CC=C6)(CO4)OC(=O)C)O)C)O. Drug 2: C1CN(CCN1C(=O)CCBr)C(=O)CCBr. Cell line: MCF7. Synergy scores: CSS=19.7, Synergy_ZIP=-8.35, Synergy_Bliss=-5.06, Synergy_Loewe=-2.79, Synergy_HSA=-2.57. (8) Drug 1: CC12CCC(CC1=CCC3C2CCC4(C3CC=C4C5=CN=CC=C5)C)O. Drug 2: CC1=C(C(=CC=C1)Cl)NC(=O)C2=CN=C(S2)NC3=CC(=NC(=N3)C)N4CCN(CC4)CCO. Cell line: K-562. Synergy scores: CSS=93.5, Synergy_ZIP=16.7, Synergy_Bliss=15.6, Synergy_Loewe=-3.84, Synergy_HSA=18.1. (9) Drug 1: CNC(=O)C1=CC=CC=C1SC2=CC3=C(C=C2)C(=NN3)C=CC4=CC=CC=N4. Drug 2: CN(C)C1=NC(=NC(=N1)N(C)C)N(C)C. Cell line: A549. Synergy scores: CSS=8.08, Synergy_ZIP=0.148, Synergy_Bliss=3.32, Synergy_Loewe=-10.9, Synergy_HSA=-0.563. (10) Drug 1: CC1=CC=C(C=C1)C2=CC(=NN2C3=CC=C(C=C3)S(=O)(=O)N)C(F)(F)F. Drug 2: CC12CCC3C(C1CCC2O)C(CC4=C3C=CC(=C4)O)CCCCCCCCCS(=O)CCCC(C(F)(F)F)(F)F. Cell line: NCI-H226. Synergy scores: CSS=0.136, Synergy_ZIP=-0.803, Synergy_Bliss=-0.169, Synergy_Loewe=-0.289, Synergy_HSA=-0.358.